Task: Predict the reactants needed to synthesize the given product.. Dataset: Full USPTO retrosynthesis dataset with 1.9M reactions from patents (1976-2016) (1) Given the product [O:21]=[C:12]1[C:13]2[C:18](=[CH:17][CH:16]=[CH:15][CH:14]=2)[C:19](=[O:20])[N:11]1[C:6]1[C:5]([CH3:22])=[CH:4][C:3]([C:31]#[N:32])=[C:8]([O:9][CH3:10])[CH:7]=1, predict the reactants needed to synthesize it. The reactants are: Cl.N[C:3]1[C:8]([O:9][CH3:10])=[CH:7][C:6]([N:11]2[C:19](=[O:20])[C:18]3[C:13](=[CH:14][CH:15]=[CH:16][CH:17]=3)[C:12]2=[O:21])=[C:5]([CH3:22])[CH:4]=1.N([O-])=O.[Na+].[C-]#N.[K+].[Cu][C:31]#[N:32].[Cl-].[Na+].C(=O)([O-])O.[Na+]. (2) Given the product [CH:29]1([CH2:28][N:11]2[C:12]([C:14]3[CH:19]=[C:18]([C:20]([CH3:21])([CH3:22])[CH3:23])[CH:17]=[C:16]([C:24]([CH3:25])([CH3:26])[CH3:27])[CH:15]=3)=[CH:13][C:9]([C:7]([NH:6][CH:4]3[CH2:3][N:2]([C:48](=[O:49])[CH2:47][O:46][CH3:45])[CH2:5]3)=[O:8])=[C:10]2[CH3:35])[CH2:30][CH2:31][CH2:32][CH2:33][CH2:34]1, predict the reactants needed to synthesize it. The reactants are: Cl.[NH:2]1[CH2:5][CH:4]([NH:6][C:7]([C:9]2[CH:13]=[C:12]([C:14]3[CH:19]=[C:18]([C:20]([CH3:23])([CH3:22])[CH3:21])[CH:17]=[C:16]([C:24]([CH3:27])([CH3:26])[CH3:25])[CH:15]=3)[N:11]([CH2:28][CH:29]3[CH2:34][CH2:33][CH2:32][CH2:31][CH2:30]3)[C:10]=2[CH3:35])=[O:8])[CH2:3]1.CCN(C(C)C)C(C)C.[CH3:45][O:46][CH2:47][C:48](Cl)=[O:49]. (3) Given the product [CH:9]1([C:12]2[CH:17]=[CH:16][N:15]=[CH:14][C:13]=2[I:19])[CH2:11][CH2:10]1, predict the reactants needed to synthesize it. The reactants are: N(OCCC(C)C)=O.[CH:9]1([C:12]2[CH:17]=[CH:16][N:15]=[CH:14][C:13]=2N)[CH2:11][CH2:10]1.[I:19]CI. (4) Given the product [CH2:1]([O:8][C:9]1[CH:14]=[C:13]([N:15]([CH2:20][CH2:21][CH2:22][CH3:23])[CH2:16][CH2:17][CH2:18][CH3:19])[CH:12]=[CH:11][C:10]=1[CH:24]=[CH:25][C:26]1[S:30][C:29]([CH:31]=[CH:40][C:39]2[C:38]([CH3:45])([C:41]([F:44])([F:42])[F:43])[O:37][C:36](=[C:46]([C:47]#[N:48])[C:49]#[N:50])[C:35]=2[C:33]#[N:34])=[CH:28][CH:27]=1)[C:2]1[CH:3]=[CH:4][CH:5]=[CH:6][CH:7]=1, predict the reactants needed to synthesize it. The reactants are: [CH2:1]([O:8][C:9]1[CH:14]=[C:13]([N:15]([CH2:20][CH2:21][CH2:22][CH3:23])[CH2:16][CH2:17][CH2:18][CH3:19])[CH:12]=[CH:11][C:10]=1[CH:24]=[CH:25][C:26]1[S:30][C:29]([CH:31]=O)=[CH:28][CH:27]=1)[C:2]1[CH:7]=[CH:6][CH:5]=[CH:4][CH:3]=1.[C:33]([C:35]1[C:36](=[C:46]([C:49]#[N:50])[C:47]#[N:48])[O:37][C:38]([CH3:45])([C:41]([F:44])([F:43])[F:42])[C:39]=1[CH3:40])#[N:34].